From a dataset of Reaction yield outcomes from USPTO patents with 853,638 reactions. Predict the reaction yield, written as a fraction of the theoretical maximum amount of product (1.0 means a 100% yield; for example, 0.34 means a 34% yield). The reactants are [Cl:1][C:2]1[C:3]([NH:18][C:19]2[CH:20]=[N:21][C:22]([CH3:25])=[CH:23][CH:24]=2)=[N:4][CH:5]=[C:6]([C:8]2[NH:12][C:11]3[CH:13]=[CH:14][C:15]([F:17])=[CH:16][C:10]=3[N:9]=2)[CH:7]=1.[H-].[Na+].I[CH2:29][CH3:30]. The catalyst is CN(C=O)C. The product is [Cl:1][C:2]1[C:3]([NH:18][C:19]2[CH:20]=[N:21][C:22]([CH3:25])=[CH:23][CH:24]=2)=[N:4][CH:5]=[C:6]([C:8]2[N:12]([CH2:29][CH3:30])[C:11]3[CH:13]=[CH:14][C:15]([F:17])=[CH:16][C:10]=3[N:9]=2)[CH:7]=1. The yield is 0.160.